This data is from Peptide-MHC class I binding affinity with 185,985 pairs from IEDB/IMGT. The task is: Regression. Given a peptide amino acid sequence and an MHC pseudo amino acid sequence, predict their binding affinity value. This is MHC class I binding data. (1) The peptide sequence is KAGNILFWPY. The MHC is HLA-A03:01 with pseudo-sequence HLA-A03:01. The binding affinity (normalized) is 0.490. (2) The peptide sequence is IQIQATETA. The MHC is HLA-A02:01 with pseudo-sequence HLA-A02:01. The binding affinity (normalized) is 0.0847. (3) The MHC is HLA-A02:06 with pseudo-sequence HLA-A02:06. The binding affinity (normalized) is 0.0139. The peptide sequence is IPYLRNYMV. (4) The peptide sequence is YLPYDIFCR. The MHC is HLA-A02:19 with pseudo-sequence HLA-A02:19. The binding affinity (normalized) is 0.0847.